The task is: Predict the reaction yield, written as a fraction of the theoretical maximum amount of product (1.0 means a 100% yield; for example, 0.34 means a 34% yield).. This data is from Reaction yield outcomes from USPTO patents with 853,638 reactions. The reactants are [NH2:1][C:2]1[C:11]2[C:6](=[CH:7][CH:8]=[C:9]([O:12][CH3:13])[CH:10]=2)[N:5]=[CH:4][C:3]=1[C:14]([O:16]CC)=[O:15].[OH-].[Na+]. The catalyst is CCO. The product is [NH2:1][C:2]1[C:11]2[C:6](=[CH:7][CH:8]=[C:9]([O:12][CH3:13])[CH:10]=2)[N:5]=[CH:4][C:3]=1[C:14]([OH:16])=[O:15]. The yield is 0.930.